Dataset: Full USPTO retrosynthesis dataset with 1.9M reactions from patents (1976-2016). Task: Predict the reactants needed to synthesize the given product. (1) Given the product [CH2:13]([N:9]1[C:8]2[CH:15]=[CH:16][C:5]([CH2:3][OH:2])=[CH:6][C:7]=2[N:11]=[C:10]1[CH3:12])[CH3:14], predict the reactants needed to synthesize it. The reactants are: C[O:2][C:3]([C:5]1[CH:16]=[CH:15][C:8]2[N:9]([CH2:13][CH3:14])[C:10]([CH3:12])=[N:11][C:7]=2[CH:6]=1)=O.[H-].[Al+3].[Li+].[H-].[H-].[H-].S([O-])([O-])(=O)=O.[Na+].[Na+].CC(OC)(C)C. (2) Given the product [CH3:4][O:6][C:10]1[CH:17]=[C:16]([C:18]2[N:22]([CH3:23])[C:21]([C:24]([CH3:36])([O:26][C:27]3[C:32]([F:33])=[CH:31][C:30]([F:34])=[CH:29][C:28]=3[F:35])[CH3:25])=[N:20][N:19]=2)[CH:15]=[CH:14][C:11]=1[C:12]#[N:13], predict the reactants needed to synthesize it. The reactants are: CO.C[C:4](C)([O-:6])C.[K+].F[C:10]1[CH:17]=[C:16]([C:18]2[N:22]([CH3:23])[C:21]([C:24]([CH3:36])([O:26][C:27]3[C:32]([F:33])=[CH:31][C:30]([F:34])=[CH:29][C:28]=3[F:35])[CH3:25])=[N:20][N:19]=2)[CH:15]=[CH:14][C:11]=1[C:12]#[N:13].O.